Dataset: Forward reaction prediction with 1.9M reactions from USPTO patents (1976-2016). Task: Predict the product of the given reaction. (1) Given the reactants C([O:3][C:4]([C:6]1[CH:10]=[C:9]([C:11]2[CH:16]=[CH:15][C:14]([C:17]#[N:18])=[C:13]([F:19])[CH:12]=2)[O:8][N:7]=1)=[O:5])C.[OH-].[Na+], predict the reaction product. The product is: [C:17]([C:14]1[CH:15]=[CH:16][C:11]([C:9]2[O:8][N:7]=[C:6]([C:4]([OH:5])=[O:3])[CH:10]=2)=[CH:12][C:13]=1[F:19])#[N:18]. (2) Given the reactants [CH2:1]([NH:3][C:4]1[N:5]([CH2:22][CH:23]([CH3:25])[CH3:24])[C:6]2[C:11]([CH3:12])=[C:10]([CH3:13])[N:9]=[C:8](OC3C=CC=CC=3)[C:7]=2[N:21]=1)[CH3:2].[NH3:26], predict the reaction product. The product is: [CH2:1]([NH:3][C:4]1[N:5]([CH2:22][CH:23]([CH3:25])[CH3:24])[C:6]2[C:11]([CH3:12])=[C:10]([CH3:13])[N:9]=[C:8]([NH2:26])[C:7]=2[N:21]=1)[CH3:2]. (3) The product is: [NH:15]1[C:23]2[C:18](=[C:19]([C:2]3[CH:10]=[C:9]4[C:5]([CH:6]=[N:7][N:8]4[CH3:11])=[C:4]([N+:12]([O-:14])=[O:13])[CH:3]=3)[CH:20]=[CH:21][CH:22]=2)[CH:17]=[CH:16]1. Given the reactants Br[C:2]1[CH:10]=[C:9]2[C:5]([CH:6]=[N:7][N:8]2[CH3:11])=[C:4]([N+:12]([O-:14])=[O:13])[CH:3]=1.[NH:15]1[C:23]2[C:18](=[C:19](B(O)O)[CH:20]=[CH:21][CH:22]=2)[CH:17]=[CH:16]1.CC(O)C.C(=O)(O)[O-].[Na+], predict the reaction product.